Dataset: Catalyst prediction with 721,799 reactions and 888 catalyst types from USPTO. Task: Predict which catalyst facilitates the given reaction. (1) Reactant: Cl.[CH3:2][O:3][C:4]1[CH:9]=[C:8]([C:10]([F:13])([F:12])[F:11])[CH:7]=[CH:6][C:5]=1[CH:14]1[CH2:19][CH2:18][NH:17][CH2:16][CH2:15]1.C(N(CC)CC)C.[O-]S([O-])(=O)=O.[Mg+2].O.Cl.[CH3:35][N:36]1[C:44]2[C:39](=[N:40][CH:41]=[CH:42][CH:43]=2)[N:38]=[C:37]1[CH:45]=O.[BH-](OC(C)=O)(OC(C)=O)OC(C)=O.[Na+]. Product: [CH3:2][O:3][C:4]1[CH:9]=[C:8]([C:10]([F:12])([F:11])[F:13])[CH:7]=[CH:6][C:5]=1[CH:14]1[CH2:19][CH2:18][N:17]([CH2:45][C:37]2[N:36]([CH3:35])[C:44]3[C:39]([N:38]=2)=[N:40][CH:41]=[CH:42][CH:43]=3)[CH2:16][CH2:15]1. The catalyst class is: 2. (2) Reactant: [Cl:1][C:2]1[C:7]([O:8][CH3:9])=[CH:6][C:5]([O:10][CH3:11])=[C:4]([Cl:12])[C:3]=1[C:13]1[N:18]=[CH:17][C:16]2[C:19](/[CH:28]=[CH:29]/[C:30]3[CH:31]=[N:32][N:33]([CH3:35])[CH:34]=3)=[N:20][N:21](C3CCCCO3)[C:15]=2[CH:14]=1.Cl.C(Cl)(=O)C. Product: [Cl:1][C:2]1[C:7]([O:8][CH3:9])=[CH:6][C:5]([O:10][CH3:11])=[C:4]([Cl:12])[C:3]=1[C:13]1[N:18]=[CH:17][C:16]2[C:19](/[CH:28]=[CH:29]/[C:30]3[CH:31]=[N:32][N:33]([CH3:35])[CH:34]=3)=[N:20][NH:21][C:15]=2[CH:14]=1. The catalyst class is: 5. (3) Reactant: CC1[N:3]([C:8]2[CH:12]=[CH:11][N:10]([CH2:13][CH2:14][O:15][C:16]3[CH:21]=[CH:20][C:19]([NH:22][C:23](=[O:38])[C:24]4[CH:29]=[CH:28][C:27]([CH3:30])=[N:26][C:25]=4[N:31]4[CH2:36][CH2:35][CH:34]([CH3:37])[CH2:33][CH2:32]4)=[CH:18][CH:17]=3)[N:9]=2)C(C)=CC=1.Cl.NO.C(N(CC)CC)C. Product: [NH2:3][C:8]1[CH:12]=[CH:11][N:10]([CH2:13][CH2:14][O:15][C:16]2[CH:17]=[CH:18][C:19]([NH:22][C:23](=[O:38])[C:24]3[CH:29]=[CH:28][C:27]([CH3:30])=[N:26][C:25]=3[N:31]3[CH2:36][CH2:35][CH:34]([CH3:37])[CH2:33][CH2:32]3)=[CH:20][CH:21]=2)[N:9]=1. The catalyst class is: 40. (4) Reactant: [C:1]([O:5][C:6]([N:8]([CH2:15][CH2:16][C:17]#[N:18])[C:9]([CH3:14])([C:11]([OH:13])=[O:12])[CH3:10])=[O:7])([CH3:4])([CH3:3])[CH3:2].[CH3:19]I. Product: [C:1]([O:5][C:6]([N:8]([CH2:15][CH2:16][C:17]#[N:18])[C:9]([CH3:10])([C:11]([O:13][CH3:19])=[O:12])[CH3:14])=[O:7])([CH3:4])([CH3:3])[CH3:2]. The catalyst class is: 3. (5) Reactant: Cl[C:2]1[N:7]=[N:6][C:5]([CH3:8])=[C:4]([O:9][C:10]2[C:11]([NH2:16])=[N:12][CH:13]=[CH:14][CH:15]=2)[CH:3]=1.C([O-])=O.[NH4+]. Product: [CH3:8][C:5]1[N:6]=[N:7][CH:2]=[CH:3][C:4]=1[O:9][C:10]1[C:11]([NH2:16])=[N:12][CH:13]=[CH:14][CH:15]=1. The catalyst class is: 43.